This data is from Catalyst prediction with 721,799 reactions and 888 catalyst types from USPTO. The task is: Predict which catalyst facilitates the given reaction. (1) Reactant: [Cl:1][C:2]1[CH:3]=[C:4]([C:9]2[C:21]([O:22][CH3:23])=[CH:20][C:12]([C:13]([NH:15][S:16]([CH3:19])(=[O:18])=[O:17])=[O:14])=[C:11]([F:24])[CH:10]=2)[CH:5]=[N:6][C:7]=1F.C([O-])([O-])=O.[Cs+].[Cs+].[Cl:31][C:32]1[C:33]([CH3:39])=[C:34]([OH:38])[CH:35]=[CH:36][CH:37]=1. Product: [Cl:1][C:2]1[CH:3]=[C:4]([C:9]2[C:21]([O:22][CH3:23])=[CH:20][C:12]([C:13]([NH:15][S:16]([CH3:19])(=[O:18])=[O:17])=[O:14])=[C:11]([F:24])[CH:10]=2)[CH:5]=[N:6][C:7]=1[O:38][C:34]1[CH:35]=[CH:36][CH:37]=[C:32]([Cl:31])[C:33]=1[CH3:39]. The catalyst class is: 16. (2) Product: [C:20]1([CH3:26])[CH:25]=[CH:24][CH:23]=[C:22]([N:2]=[C:1]2[C:3]3[CH:8]=[CH:7][CH:6]=[CH:5][C:4]=3[O:9][C:17](=[O:18])[NH:16]2)[CH:21]=1. The catalyst class is: 66. Reactant: [C:1]([C:3]1[CH:8]=[CH:7][CH:6]=[CH:5][C:4]=1[OH:9])#[N:2].C1(C)C=CC=C([N:16]=[C:17]=[O:18])C=1.[C:20]1([CH3:26])[CH:25]=[CH:24][CH:23]=[CH:22][CH:21]=1. (3) Reactant: [C:1]([O:4][C:5]1([CH2:8][CH:9]([O:12]C)[O:10]C)[CH2:7][CH2:6]1)(=[O:3])[CH3:2].OOS([O-])=O.[K+]. Product: [C:1]([O:4][C:5]1([CH2:8][C:9]([OH:12])=[O:10])[CH2:7][CH2:6]1)(=[O:3])[CH3:2]. The catalyst class is: 20. (4) Reactant: [N:1]1([C:6]2[CH:25]=[CH:24][C:9]([CH2:10][C:11]3[C:12]([Cl:23])=[N:13][C:14]4[C:19]([C:20]=3[Cl:21])=[CH:18][C:17]([Br:22])=[CH:16][CH:15]=4)=[CH:8][CH:7]=2)[CH:5]=[CH:4][CH:3]=[N:2]1.Br[C:27]1C=CC(N)=C(C)C=1.P(Cl)(Cl)(Cl)=O.N. Product: [N:1]1([C:6]2[CH:25]=[CH:24][C:9]([CH2:10][C:11]3[C:12]([Cl:23])=[N:13][C:14]4[C:19]([C:20]=3[Cl:21])=[CH:18][C:17]([Br:22])=[CH:16][C:15]=4[CH3:27])=[CH:8][CH:7]=2)[CH:5]=[CH:4][CH:3]=[N:2]1. The catalyst class is: 6.